This data is from Reaction yield outcomes from USPTO patents with 853,638 reactions. The task is: Predict the reaction yield, written as a fraction of the theoretical maximum amount of product (1.0 means a 100% yield; for example, 0.34 means a 34% yield). (1) The reactants are [C:1](=[NH:23])([O:3][CH2:4][CH2:5][C:6]1[CH:11]=[CH:10][C:9]([O:12][C:13]2[CH:14]=[N:15][C:16]([C:19]([F:22])([F:21])[F:20])=[CH:17][CH:18]=2)=[CH:8][CH:7]=1)[NH2:2].[CH:24]([CH:26]([CH2:31][C:32]1[CH:33]=[N:34][N:35]([CH3:37])[CH:36]=1)[C:27](OC)=O)=[O:25].C([O-])([O-])=O.[K+].[K+]. The catalyst is CN1C(=O)CCC1. The product is [CH3:37][N:35]1[CH:36]=[C:32]([CH2:31][C:26]2[C:24](=[O:25])[N:23]=[C:1]([O:3][CH2:4][CH2:5][C:6]3[CH:7]=[CH:8][C:9]([O:12][C:13]4[CH:14]=[N:15][C:16]([C:19]([F:22])([F:21])[F:20])=[CH:17][CH:18]=4)=[CH:10][CH:11]=3)[NH:2][CH:27]=2)[CH:33]=[N:34]1. The yield is 0.246. (2) The reactants are [CH2:1]([CH:4]([C:10]([O:12][CH2:13][CH3:14])=[O:11])[C:5]([O:7][CH2:8][CH3:9])=[O:6])[C:2]#[CH:3].Br[CH2:16]/[CH:17]=[CH:18]/[C:19]1[CH:24]=[CH:23][CH:22]=[CH:21][C:20]=1[Cl:25].[H-].[Na+]. The catalyst is C1COCC1. The product is [Cl:25][C:20]1[CH:21]=[CH:22][CH:23]=[CH:24][C:19]=1[CH:18]=[CH:17][CH2:16][C:4]([CH2:1][C:2]#[CH:3])([C:5]([O:7][CH2:8][CH3:9])=[O:6])[C:10]([O:12][CH2:13][CH3:14])=[O:11]. The yield is 0.810. (3) The reactants are [CH2:1]([C@H:8]1[CH2:10][O:9]1)[C:2]1[CH:7]=[CH:6][CH:5]=[CH:4][CH:3]=1.Cl.[NH2:12][CH2:13][C:14]1[CH:23]=[CH:22][C:17]([C:18]([O:20][CH3:21])=[O:19])=[CH:16][CH:15]=1.CCN(C(C)C)C(C)C. The catalyst is CO. The product is [OH:9][C@@H:8]([CH2:1][C:2]1[CH:7]=[CH:6][CH:5]=[CH:4][CH:3]=1)[CH2:10][NH:12][CH2:13][C:14]1[CH:15]=[CH:16][C:17]([C:18]([O:20][CH3:21])=[O:19])=[CH:22][CH:23]=1. The yield is 0.530. (4) The reactants are [C:1]([O:5][C:6]([CH:8]1[CH2:12][CH:11]([OH:13])[CH2:10][CH:9]1[C:14](=[O:26])[NH:15][C:16]1([C:21]([O:23][CH2:24][CH3:25])=[O:22])[CH2:18][CH:17]1[CH:19]=[CH2:20])=[O:7])([CH3:4])([CH3:3])[CH3:2].O[C:28]1[C:37]2[C:32](=[C:33]([CH3:40])[C:34]([O:38][CH3:39])=[CH:35][CH:36]=2)[N:31]=[C:30]([C:41]2[CH:46]=[CH:45][CH:44]=[C:43]([CH3:47])[N:42]=2)[CH:29]=1.C1(P(C2C=CC=CC=2)C2C=CC=CC=2)C=CC=CC=1.CC(OC(/N=N/C(OC(C)C)=O)=O)C. The catalyst is C1COCC1. The product is [C:1]([O:5][C:6]([CH:8]1[CH2:12][CH:11]([O:13][C:28]2[C:37]3[C:32](=[C:33]([CH3:40])[C:34]([O:38][CH3:39])=[CH:35][CH:36]=3)[N:31]=[C:30]([C:41]3[CH:46]=[CH:45][CH:44]=[C:43]([CH3:47])[N:42]=3)[CH:29]=2)[CH2:10][CH:9]1[C:14](=[O:26])[NH:15][C:16]1([C:21]([O:23][CH2:24][CH3:25])=[O:22])[CH2:18][CH:17]1[CH:19]=[CH2:20])=[O:7])([CH3:4])([CH3:2])[CH3:3]. The yield is 0.880. (5) The reactants are [C:1]([C:4]1([C:7]([O:9][CH2:10][CH3:11])=[O:8])[CH2:6][CH2:5]1)(=[O:3])[CH3:2].C1C(=O)N([Br:19])C(=O)C1.C1(C)C=CC(S(O)(=O)=O)=CC=1. No catalyst specified. The product is [Br:19][CH2:2][C:1]([C:4]1([C:7]([O:9][CH2:10][CH3:11])=[O:8])[CH2:6][CH2:5]1)=[O:3]. The yield is 0.710. (6) The reactants are [C:1]([O:5][C:6](=[O:29])[NH:7][CH2:8][CH2:9][CH2:10][CH2:11][C@H:12]([NH:17][C:18](=[O:28])[C:19]1[CH:24]=[CH:23][CH:22]=[C:21]([N:25]=[N+:26]=[N-:27])[CH:20]=1)[C:13](=[O:16])[CH2:14]Br)([CH3:4])([CH3:3])[CH3:2].[F:30][C:31]1[C:36]([F:37])=[CH:35][C:34]([F:38])=[C:33]([F:39])[C:32]=1[OH:40].[F-].[K+].CC(=O)OCC. The catalyst is CN(C=O)C.O. The product is [C:1]([O:5][C:6](=[O:29])[NH:7][CH2:8][CH2:9][CH2:10][CH2:11][C@H:12]([NH:17][C:18](=[O:28])[C:19]1[CH:24]=[CH:23][CH:22]=[C:21]([N:25]=[N+:26]=[N-:27])[CH:20]=1)[C:13](=[O:16])[CH2:14][O:40][C:32]1[C:33]([F:39])=[C:34]([F:38])[CH:35]=[C:36]([F:37])[C:31]=1[F:30])([CH3:4])([CH3:3])[CH3:2]. The yield is 0.817. (7) The product is [Cl:1][C:2]1[CH:7]=[CH:6][CH:5]=[C:4]([CH3:8])[C:3]=1[NH:9][C:10]([C:12]1[S:16][C:15]([NH:17][C:18]2[CH:23]=[C:22]([N:24]3[CH2:25][CH2:26][N:27]([CH2:32][CH2:33][F:34])[CH2:28][CH2:29]3)[N:21]=[C:20]([CH3:30])[N:19]=2)=[N:14][CH:13]=1)=[O:11]. The yield is 0.840. The catalyst is CC#N. The reactants are [Cl:1][C:2]1[CH:7]=[CH:6][CH:5]=[C:4]([CH3:8])[C:3]=1[NH:9][C:10]([C:12]1[S:16][C:15]([NH:17][C:18]2[CH:23]=[C:22]([N:24]3[CH2:29][CH2:28][NH:27][CH2:26][CH2:25]3)[N:21]=[C:20]([CH3:30])[N:19]=2)=[N:14][CH:13]=1)=[O:11].Br[CH2:32][CH2:33][F:34].C([O-])([O-])=O.[K+].[K+].[Na+].[I-]. (8) The reactants are [CH3:1][O:2][C:3]1[CH:4]=[C:5]([CH:7]=[CH:8][C:9]=1[O:10][CH3:11])[NH2:6].[CH3:12][C:13]([O:16][C:17](O[C:17]([O:16][C:13]([CH3:15])([CH3:14])[CH3:12])=[O:18])=[O:18])([CH3:15])[CH3:14]. The catalyst is O1CCCC1. The product is [CH3:1][O:2][C:3]1[CH:4]=[C:5]([NH:6][C:17](=[O:18])[O:16][C:13]([CH3:15])([CH3:14])[CH3:12])[CH:7]=[CH:8][C:9]=1[O:10][CH3:11]. The yield is 0.890. (9) The reactants are C([C:3]1[C:4]([Br:14])=[C:5]([CH:10]=[CH:11][C:12]=1[F:13])[O:6]C([O-])=O)C.FC1C=C(F)C([N+:23]([O-:25])=[O:24])=CC=1O. No catalyst specified. The product is [Br:14][C:4]1[C:3]([N+:23]([O-:25])=[O:24])=[C:12]([F:13])[CH:11]=[CH:10][C:5]=1[OH:6]. The yield is 0.875.